Dataset: Full USPTO retrosynthesis dataset with 1.9M reactions from patents (1976-2016). Task: Predict the reactants needed to synthesize the given product. (1) Given the product [O:15]1[C:19]2[C:20]([N:24]3[CH2:29][CH2:28][N:27]([CH2:2][CH2:3][CH2:4][N:5]4[C:9](=[O:10])[CH:8]5[CH2:11][CH2:12][CH2:13][N:7]5[C:6]4=[O:14])[C@@H:26]([CH3:30])[CH2:25]3)=[CH:21][CH:22]=[CH:23][C:18]=2[CH:17]=[CH:16]1, predict the reactants needed to synthesize it. The reactants are: Br[CH2:2][CH2:3][CH2:4][N:5]1[C:9](=[O:10])[CH:8]2[CH2:11][CH2:12][CH2:13][N:7]2[C:6]1=[O:14].[O:15]1[C:19]2[C:20]([N:24]3[CH2:29][CH2:28][NH:27][C@@H:26]([CH3:30])[CH2:25]3)=[CH:21][CH:22]=[CH:23][C:18]=2[CH:17]=[CH:16]1. (2) Given the product [Cl:25][C:19]1[C:20]([Cl:24])=[CH:21][CH:22]=[CH:23][C:18]=1[CH2:17][C:13]1[CH:12]=[C:11]2[C:16](=[CH:15][CH:14]=1)[N:7]([CH2:6][CH2:5][OH:4])[CH:8]=[C:9]([C:27]([OH:29])=[O:28])[C:10]2=[O:26], predict the reactants needed to synthesize it. The reactants are: C([O:4][CH2:5][CH2:6][N:7]1[C:16]2[C:11](=[CH:12][C:13]([CH2:17][C:18]3[CH:23]=[CH:22][CH:21]=[C:20]([Cl:24])[C:19]=3[Cl:25])=[CH:14][CH:15]=2)[C:10](=[O:26])[C:9]([C:27]([O:29]CC)=[O:28])=[CH:8]1)(=O)C.[OH-].[Na+].